From a dataset of Forward reaction prediction with 1.9M reactions from USPTO patents (1976-2016). Predict the product of the given reaction. (1) Given the reactants [OH:1][C@H:2]([C@@H:20]([NH:28]C(=O)C(F)(F)F)[CH2:21][C:22]1[CH:27]=[CH:26][CH:25]=[CH:24][CH:23]=1)[CH2:3][N:4]([CH2:13][CH:14]1[CH2:19][CH2:18][CH2:17][CH2:16][CH2:15]1)[NH:5][C:6]([O:8][C:9]([CH3:12])([CH3:11])[CH3:10])=[O:7].C([O-])([O-])=O.[K+].[K+], predict the reaction product. The product is: [OH:1][C@H:2]([C@@H:20]([NH2:28])[CH2:21][C:22]1[CH:27]=[CH:26][CH:25]=[CH:24][CH:23]=1)[CH2:3][N:4]([CH2:13][CH:14]1[CH2:15][CH2:16][CH2:17][CH2:18][CH2:19]1)[NH:5][C:6]([O:8][C:9]([CH3:12])([CH3:10])[CH3:11])=[O:7]. (2) Given the reactants [C:1]([C:5]1[CH:10]=[CH:9][C:8]([C:11]2[O:15][C:14]([C:16]3[CH:17]=[C:18]([CH:35]=[CH:36][CH:37]=3)[C:19]([NH:21][NH:22][C:23]([C:25]3[CH:34]=[CH:33][C:28]([C:29]([O:31][CH3:32])=[O:30])=[CH:27][CH:26]=3)=[O:24])=O)=[N:13][N:12]=2)=[CH:7][CH:6]=1)([CH3:4])([CH3:3])[CH3:2].ClCCl.CO, predict the reaction product. The product is: [C:1]([C:5]1[CH:10]=[CH:9][C:8]([C:11]2[O:15][C:14]([C:16]3[CH:17]=[C:18]([C:19]4[O:24][C:23]([C:25]5[CH:34]=[CH:33][C:28]([C:29]([O:31][CH3:32])=[O:30])=[CH:27][CH:26]=5)=[N:22][N:21]=4)[CH:35]=[CH:36][CH:37]=3)=[N:13][N:12]=2)=[CH:7][CH:6]=1)([CH3:3])([CH3:2])[CH3:4].